From a dataset of Full USPTO retrosynthesis dataset with 1.9M reactions from patents (1976-2016). Predict the reactants needed to synthesize the given product. (1) The reactants are: [CH3:1][N:2]([CH3:30])[CH:3]1[CH2:8][CH2:7][N:6]([C:9]2[N:14]3[CH:15]=[C:16]([CH2:18][NH:19][C@@H:20]4[C:29]5[N:28]=[CH:27][CH:26]=[CH:25][C:24]=5[CH2:23][CH2:22][CH2:21]4)[N:17]=[C:13]3[CH:12]=[CH:11][CH:10]=2)[CH2:5][CH2:4]1.[CH2:31]=O. Given the product [CH3:1][N:2]([CH3:30])[CH:3]1[CH2:8][CH2:7][N:6]([C:9]2[N:14]3[CH:15]=[C:16]([CH2:18][N:19]([CH3:31])[C@@H:20]4[C:29]5[N:28]=[CH:27][CH:26]=[CH:25][C:24]=5[CH2:23][CH2:22][CH2:21]4)[N:17]=[C:13]3[CH:12]=[CH:11][CH:10]=2)[CH2:5][CH2:4]1, predict the reactants needed to synthesize it. (2) The reactants are: [CH3:1][C:2]([NH:4][C:5]1[CH:10]=[CH:9][C:8]([Br:11])=[CH:7][CH:6]=1)=[O:3].[H-].[Na+].I[CH3:15]. Given the product [Br:11][C:8]1[CH:9]=[CH:10][C:5]([N:4]([CH3:15])[C:2](=[O:3])[CH3:1])=[CH:6][CH:7]=1, predict the reactants needed to synthesize it. (3) Given the product [NH2:38][CH2:37][CH2:36][NH:35][C:33]([C:32]1[CH:31]=[C:30]([N:6]2[C:5]3[N:49]=[CH:50][C:2]([F:1])=[CH:3][C:4]=3[C:9](=[O:10])[N:8]([C@@H:11]3[CH2:16][CH2:15][C@H:14]([NH:17][C:18]([C:20]4[N:21]=[C:22]5[CH:27]=[CH:26][CH:25]=[CH:24][N:23]5[CH:28]=4)=[O:19])[CH2:13][CH2:12]3)[C:7]2=[O:29])[CH:48]=[CH:47][CH:46]=1)=[O:34], predict the reactants needed to synthesize it. The reactants are: [F:1][C:2]1[CH:50]=[N:49][C:5]2[N:6]([C:30]3[CH:31]=[C:32]([CH:46]=[CH:47][CH:48]=3)[C:33]([NH:35][CH2:36][CH2:37][NH:38]C(=O)OC(C)(C)C)=[O:34])[C:7](=[O:29])[N:8]([C@H:11]3[CH2:16][CH2:15][C@@H:14]([NH:17][C:18]([C:20]4[N:21]=[C:22]5[CH:27]=[CH:26][CH:25]=[CH:24][N:23]5[CH:28]=4)=[O:19])[CH2:13][CH2:12]3)[C:9](=[O:10])[C:4]=2[CH:3]=1.Cl. (4) Given the product [F:41][C:19]1[CH:20]=[C:21]([NH:24][C:25]([C:27]2[C:28](=[O:40])[N:29]([C:33]3[CH:34]=[CH:35][C:36]([F:39])=[CH:37][CH:38]=3)[N:30]=[CH:31][CH:32]=2)=[O:26])[CH:22]=[CH:23][C:18]=1[N:17]([CH2:42][CH2:43][N:44]1[CH2:45][CH2:46][O:47][CH2:48][CH2:49]1)[C:16]1[CH:15]=[CH:14][N:13]=[C:12]2[NH:8][N:9]=[CH:10][C:11]=12, predict the reactants needed to synthesize it. The reactants are: COC1C=CC(C[N:8]2[C:12]3=[N:13][CH:14]=[CH:15][C:16]([N:17]([CH2:42][CH2:43][N:44]4[CH2:49][CH2:48][O:47][CH2:46][CH2:45]4)[C:18]4[CH:23]=[CH:22][C:21]([NH:24][C:25]([C:27]5[C:28](=[O:40])[N:29]([C:33]6[CH:38]=[CH:37][C:36]([F:39])=[CH:35][CH:34]=6)[N:30]=[CH:31][CH:32]=5)=[O:26])=[CH:20][C:19]=4[F:41])=[C:11]3[CH:10]=[N:9]2)=CC=1.C(O)(C(F)(F)F)=O. (5) Given the product [Br:1][C:2]1[CH:3]=[CH:4][CH:5]=[C:6]2[C:11]=1[N:10]=[C:9]([NH:23][C:19]([CH3:22])([CH3:21])[CH3:20])[N:8]([CH2:13][C:14]([F:17])([F:16])[F:15])[C:7]2=[O:18], predict the reactants needed to synthesize it. The reactants are: [Br:1][C:2]1[CH:3]=[CH:4][CH:5]=[C:6]2[C:11]=1[N:10]=[C:9](Cl)[N:8]([CH2:13][C:14]([F:17])([F:16])[F:15])[C:7]2=[O:18].[C:19]([NH2:23])([CH3:22])([CH3:21])[CH3:20]. (6) Given the product [O:10]1[C:6]2[CH:5]=[CH:4][C:3]([OH:2])=[CH:11][C:7]=2[CH:8]=[CH:9]1, predict the reactants needed to synthesize it. The reactants are: C[O:2][C:3]1[CH:4]=[CH:5][C:6]2[O:10][CH:9]=[CH:8][C:7]=2[CH:11]=1.B(Cl)(Cl)Cl.C([O-])(O)=O.[Na+].